This data is from Forward reaction prediction with 1.9M reactions from USPTO patents (1976-2016). The task is: Predict the product of the given reaction. (1) Given the reactants [CH3:1][CH2:2][CH2:3][CH2:4][CH2:5][C:6]1[CH:7]=[C:8]([OH:23])[C:9]2[C@@H:15]3[CH:16]=[C:17]([CH3:20])[CH2:18][CH2:19][C@H:14]3[C:13]([CH3:22])([CH3:21])[O:12][C:10]=2[CH:11]=1.[N+](C1C=CC=CC=1S[NH:34][CH2:35][CH2:36][C:37]([O-:39])=[O:38])([O-])=O, predict the reaction product. The product is: [CH3:1][CH2:2][CH2:3][CH2:4][CH2:5][C:6]1[CH:7]=[C:8]([OH:23])[C:9]2[C@@H:15]3[CH:16]=[C:17]([CH3:20])[CH2:18][CH2:19][C@H:14]3[C:13]([CH3:22])([CH3:21])[O:12][C:10]=2[CH:11]=1.[NH2:34][CH2:35][CH2:36][C:37]([O-:39])=[O:38]. (2) Given the reactants [Cl:1][C:2]1[C:11]2[C:6](=[C:7]([N+:12]([O-])=O)[CH:8]=[CH:9][CH:10]=2)[C:5]([CH:15]=[CH2:16])=[CH:4][N:3]=1.[OH-].[Na+], predict the reaction product. The product is: [NH2:12][C:7]1[CH:8]=[CH:9][CH:10]=[C:11]2[C:6]=1[C:5]([CH:15]=[CH2:16])=[CH:4][N:3]=[C:2]2[Cl:1]. (3) Given the reactants Br[C:2]1[CH:3]=[N:4][N:5]([CH:7]2[CH2:12][CH2:11][O:10][CH2:9][CH2:8]2)[CH:6]=1.CC([O-])=O.[K+].[CH3:18][C:19]1([CH3:35])[C:23]([CH3:25])([CH3:24])[O:22][B:21]([B:21]2[O:22][C:23]([CH3:25])([CH3:24])[C:19]([CH3:35])([CH3:18])[O:20]2)[O:20]1, predict the reaction product. The product is: [O:10]1[CH2:11][CH2:12][CH:7]([N:5]2[CH:6]=[C:2]([B:21]3[O:22][C:23]([CH3:25])([CH3:24])[C:19]([CH3:35])([CH3:18])[O:20]3)[CH:3]=[N:4]2)[CH2:8][CH2:9]1. (4) Given the reactants [C:1](OC(=O)C)(=[O:3])[CH3:2].[NH2:8][C:9]1[C:10]([N:16]([CH2:21][C:22]2[CH:27]=[CH:26][CH:25]=[CH:24][CH:23]=2)[CH2:17][C@H:18]([OH:20])[CH3:19])=[N:11][C:12]([Br:15])=[CH:13][CH:14]=1.N1C=CC=CC=1, predict the reaction product. The product is: [CH2:21]([N:16]([CH2:17][C@H:18]([OH:20])[CH3:19])[C:10]1[C:9]([NH:8][C:1](=[O:3])[CH3:2])=[CH:14][CH:13]=[C:12]([Br:15])[N:11]=1)[C:22]1[CH:23]=[CH:24][CH:25]=[CH:26][CH:27]=1. (5) Given the reactants Br[C:2]1[C:3]([F:14])=[CH:4][N:5]=[C:6]2[C:11]=1[N:10]=[C:9]([O:12][CH3:13])[CH:8]=[CH:7]2.[N:15]1[CH:20]=[CH:19][C:18](B(O)O)=[CH:17][CH:16]=1, predict the reaction product. The product is: [F:14][C:3]1[C:2]([C:18]2[CH:19]=[CH:20][N:15]=[CH:16][CH:17]=2)=[C:11]2[C:6]([CH:7]=[CH:8][C:9]([O:12][CH3:13])=[N:10]2)=[N:5][CH:4]=1. (6) Given the reactants C([O:4][CH2:5][C:6]([CH3:45])([CH3:44])[CH2:7][N:8]1[C:14]2[CH:15]=[CH:16][C:17]([Cl:19])=[CH:18][C:13]=2[C@@H:12]([C:20]2[CH:25]=[CH:24][CH:23]=[C:22]([O:26][CH3:27])[C:21]=2[O:28][CH3:29])[O:11][C@H:10]([CH2:30][C:31]2[O:32][C:33]([CH3:42])=[C:34]([CH2:36][CH2:37][C:38]([O:40]C)=[O:39])[N:35]=2)[C:9]1=[O:43])(=O)C.[OH-].[Na+].C(O)C, predict the reaction product. The product is: [Cl:19][C:17]1[CH:16]=[CH:15][C:14]2[N:8]([CH2:7][C:6]([CH3:44])([CH3:45])[CH2:5][OH:4])[C:9](=[O:43])[C@@H:10]([CH2:30][C:31]3[O:32][C:33]([CH3:42])=[C:34]([CH2:36][CH2:37][C:38]([OH:40])=[O:39])[N:35]=3)[O:11][C@H:12]([C:20]3[CH:25]=[CH:24][CH:23]=[C:22]([O:26][CH3:27])[C:21]=3[O:28][CH3:29])[C:13]=2[CH:18]=1.